This data is from Reaction yield outcomes from USPTO patents with 853,638 reactions. The task is: Predict the reaction yield, written as a fraction of the theoretical maximum amount of product (1.0 means a 100% yield; for example, 0.34 means a 34% yield). (1) The reactants are [CH:1]([N:4]1[CH2:9][CH2:8][CH:7]([O:10][C:11]2[CH:19]=[CH:18][C:17]3[N:16]4[CH2:20][CH2:21][NH:22][C:23](=[O:24])[C:15]4=[CH:14][C:13]=3[CH:12]=2)[CH2:6][CH2:5]1)([CH3:3])[CH3:2].[H-].[Na+].[C:27]([C:29]1[CH:30]=[C:31]([CH:34]=[CH:35][CH:36]=1)[CH2:32]Br)#[N:28]. No catalyst specified. The product is [CH:1]([N:4]1[CH2:9][CH2:8][CH:7]([O:10][C:11]2[CH:19]=[CH:18][C:17]3[N:16]4[CH2:20][CH2:21][N:22]([CH2:32][C:31]5[CH:30]=[C:29]([CH:36]=[CH:35][CH:34]=5)[C:27]#[N:28])[C:23](=[O:24])[C:15]4=[CH:14][C:13]=3[CH:12]=2)[CH2:6][CH2:5]1)([CH3:3])[CH3:2]. The yield is 0.660. (2) The reactants are [CH3:1][C:2]([C:5]1[CH:10]=[CH:9][C:8]([C:11]2[C:19]3[C:14](=[CH:15][CH:16]=[CH:17][CH:18]=3)[N:13]([CH2:20][C:21]3[CH:26]=[C:25](OS(C(F)(F)F)(=O)=O)[CH:24]=[C:23]([O:35][CH2:36][CH2:37][O:38][CH3:39])[CH:22]=3)[C:12]=2[C:40]([O:42]CC)=[O:41])=[CH:7][CH:6]=1)([CH3:4])[CH3:3].[NH:45]1[CH2:50][CH2:49][O:48][CH2:47][CH2:46]1.C1C=CC(P(C2C(C3C(P(C4C=CC=CC=4)C4C=CC=CC=4)=CC=C4C=3C=CC=C4)=C3C(C=CC=C3)=CC=2)C2C=CC=CC=2)=CC=1.C([O-])([O-])=O.[Cs+].[Cs+].[OH-].[Na+].Cl. The catalyst is C1(C)C=CC=CC=1.CC([O-])=O.CC([O-])=O.[Pd+2].O. The product is [CH3:1][C:2]([C:5]1[CH:10]=[CH:9][C:8]([C:11]2[C:15]3[C:14](=[CH:19][CH:18]=[CH:17][CH:16]=3)[N:13]([CH2:20][C:21]3[CH:26]=[C:25]([N:45]4[CH2:50][CH2:49][O:48][CH2:47][CH2:46]4)[CH:24]=[C:23]([O:35][CH2:36][CH2:37][O:38][CH3:39])[CH:22]=3)[C:12]=2[C:40]([OH:42])=[O:41])=[CH:7][CH:6]=1)([CH3:4])[CH3:3]. The yield is 0.410.